Dataset: Reaction yield outcomes from USPTO patents with 853,638 reactions. Task: Predict the reaction yield, written as a fraction of the theoretical maximum amount of product (1.0 means a 100% yield; for example, 0.34 means a 34% yield). (1) The reactants are [F:1][CH:2]([F:14])[O:3][C:4]1[CH:12]=[CH:11][C:7](C(O)=O)=[C:6]([F:13])[CH:5]=1.C1C=CC(P(N=[N+]=[N-])(C2C=CC=CC=2)=[O:22])=CC=1.CC[N:34]([CH2:37]C)CC.[CH3:39][C:40]([OH:43])([CH3:42])[CH3:41]. No catalyst specified. The product is [F:14][CH:2]([F:1])[O:3][C:4]1[CH:12]=[CH:11][C:7]([NH:34][C:37](=[O:22])[O:43][C:40]([CH3:42])([CH3:41])[CH3:39])=[C:6]([F:13])[CH:5]=1. The yield is 0.630. (2) The reactants are [Cl:1][C:2]1[C:11]2[NH:10][C:9](=[O:12])[NH:8][C:7]3([CH2:16][CH2:15][CH2:14][CH2:13]3)[C:6]=2[C:5]([O:17][C:18]2[C:26]([F:27])=[CH:25][CH:24]=[CH:23][C:19]=2[C:20](O)=[O:21])=[CH:4][CH:3]=1.[CH3:28][S:29]([NH2:32])(=[O:31])=[O:30].[CH3:33]CN=C=NCCCN(C)C.Cl. The catalyst is CN(C1C=CN=CC=1)C.CN(C=O)C. The product is [Cl:1][C:2]1[CH:3]=[CH:4][C:5]([O:17][C:18]2[C:26]([F:27])=[CH:25][CH:24]=[CH:23][C:19]=2[C:20]([NH:32][S:29]([CH3:28])(=[O:31])=[O:30])=[O:21])=[C:6]2[C:11]=1[NH:10][C:9](=[O:12])[NH:8][C:7]12[CH2:13][CH2:14][CH2:15][CH2:33][CH2:16]1. The yield is 0.840. (3) The reactants are Cl.[Cl:2][C:3]1[C:8]([Cl:9])=[CH:7][C:6]([NH:10][CH2:11][C:12]([N:14]2[CH2:19][CH2:18][N:17]([CH:20]3[CH2:23][NH:22][CH2:21]3)[CH2:16][CH2:15]2)=[O:13])=[C:5]([OH:24])[CH:4]=1.CCN(CC)CC.[C:32](Cl)(=[O:35])[CH:33]=[CH2:34].O. The catalyst is C(Cl)Cl.CN(C=O)C. The product is [Cl:2][C:3]1[C:8]([Cl:9])=[CH:7][C:6]([NH:10][CH2:11][C:12]([N:14]2[CH2:19][CH2:18][N:17]([CH:20]3[CH2:23][N:22]([C:32](=[O:35])[CH:33]=[CH2:34])[CH2:21]3)[CH2:16][CH2:15]2)=[O:13])=[C:5]([OH:24])[CH:4]=1. The yield is 0.240. (4) The reactants are [C:1]([O:5][C:6]([C:8]1[CH:9]=[C:10]([C:14]2[C:19]([CH3:20])=[CH:18][CH:17]=[CH:16][N+:15]=2[O-])[CH:11]=[CH:12][CH:13]=1)=[O:7])([CH3:4])([CH3:3])[CH3:2].[N:22]1C=CC=CC=1.CS(OS(C)(=O)=O)(=O)=O.C(CN)O. The catalyst is C(#N)C.O. The product is [C:1]([O:5][C:6](=[O:7])[C:8]1[CH:13]=[CH:12][CH:11]=[C:10]([C:14]2[C:19]([CH3:20])=[CH:18][CH:17]=[C:16]([NH2:22])[N:15]=2)[CH:9]=1)([CH3:4])([CH3:3])[CH3:2]. The yield is 0.530.